This data is from Full USPTO retrosynthesis dataset with 1.9M reactions from patents (1976-2016). The task is: Predict the reactants needed to synthesize the given product. (1) Given the product [NH2:9][C@@:8]1([C:3]2[CH:4]=[CH:5][CH:6]=[CH:7][C:2]=2[F:1])[CH2:15][O:14][CH2:13][C@H:12]1[CH2:11][OH:10], predict the reactants needed to synthesize it. The reactants are: [F:1][C:2]1[CH:7]=[CH:6][CH:5]=[CH:4][C:3]=1[C@:8]12[CH2:15][O:14][CH2:13][C@H:12]1[CH2:11][O:10][NH:9]2. (2) Given the product [Cl:1][C:2]1[CH:7]=[CH:6][C:5]([S:8][CH2:16][C:17](=[O:24])[CH2:18][C:19]([O:21][CH2:22][CH3:23])=[O:20])=[CH:4][CH:3]=1, predict the reactants needed to synthesize it. The reactants are: [Cl:1][C:2]1[CH:7]=[CH:6][C:5]([SH:8])=[CH:4][CH:3]=1.C([O-])([O-])=O.[K+].[K+].Cl[CH2:16][C:17](=[O:24])[CH2:18][C:19]([O:21][CH2:22][CH3:23])=[O:20]. (3) Given the product [C:19]([C:2]1[C:3]([O:12][CH:13]([CH3:18])[C:14]([F:17])([F:16])[F:15])=[N:4][CH:5]=[C:6]([CH:11]=1)[C:7]([O:9][CH3:10])=[O:8])#[N:20], predict the reactants needed to synthesize it. The reactants are: Cl[C:2]1[C:3]([O:12][CH:13]([CH3:18])[C:14]([F:17])([F:16])[F:15])=[N:4][CH:5]=[C:6]([CH:11]=1)[C:7]([O:9][CH3:10])=[O:8].[CH3:19][N:20](C=O)C. (4) The reactants are: [CH2:1]([S:3][C:4](SCC)=[C:5]([C:19]([F:22])([F:21])[F:20])[CH2:6][C:7]([C:9]1[CH:14]=[CH:13][C:12]([C:15]([F:18])([F:17])[F:16])=[CH:11][CH:10]=1)=[O:8])[CH3:2].[O-:26]Cl.[Na+]. Given the product [CH2:1]([S:3][C:4](=[O:26])[CH:5]([C:19]([F:22])([F:21])[F:20])[CH2:6][C:7](=[O:8])[C:9]1[CH:14]=[CH:13][C:12]([C:15]([F:18])([F:17])[F:16])=[CH:11][CH:10]=1)[CH3:2], predict the reactants needed to synthesize it. (5) Given the product [Br:25][C:23]1[C:22](=[O:24])[O:21][CH2:20][C:19]=1[N:3]1[CH2:4][CH2:5][C:6]2([CH2:11][CH2:10][N:9]([C:12]([O:14][C:15]([CH3:17])([CH3:18])[CH3:16])=[O:13])[CH2:8][CH2:7]2)[C:2]1=[O:1], predict the reactants needed to synthesize it. The reactants are: [O:1]=[C:2]1[C:6]2([CH2:11][CH2:10][N:9]([C:12]([O:14][C:15]([CH3:18])([CH3:17])[CH3:16])=[O:13])[CH2:8][CH2:7]2)[CH2:5][CH2:4][N:3]1[C:19]1[CH2:20][O:21][C:22](=[O:24])[CH:23]=1.[Br:25]N1C(=O)CCC1=O. (6) Given the product [Cl:12][C:4]1[C:5]([O:10][CH3:11])=[CH:6][C:7]([O:8][CH3:9])=[C:2]([Cl:1])[C:3]=1[C:13]1[N:18]=[CH:17][C:16]2[C:19]([C:22]3[CH:23]=[N:24][N:25]([CH2:27][C:28]([N:35]4[CH2:36][CH2:37][C@H:33]([F:32])[CH2:34]4)=[O:30])[CH:26]=3)=[N:20][NH:21][C:15]=2[CH:14]=1, predict the reactants needed to synthesize it. The reactants are: [Cl:1][C:2]1[C:7]([O:8][CH3:9])=[CH:6][C:5]([O:10][CH3:11])=[C:4]([Cl:12])[C:3]=1[C:13]1[N:18]=[CH:17][C:16]2[C:19]([C:22]3[CH:23]=[N:24][N:25]([CH2:27][C:28]([OH:30])=O)[CH:26]=3)=[N:20][NH:21][C:15]=2[CH:14]=1.Cl.[F:32][C@H:33]1[CH2:37][CH2:36][NH:35][CH2:34]1. (7) The reactants are: C([O:3][C:4](=[O:20])[CH:5]([O:17][CH2:18][CH3:19])[CH2:6][C:7]1[C:8]([CH3:16])=[C:9]2[C:13](=[CH:14][CH:15]=1)[NH:12][CH:11]=[CH:10]2)C.Cl[CH2:22][C:23]1[N:24]=[C:25]([C:29]2[CH:34]=[CH:33][C:32]([CH:35]([CH3:37])[CH3:36])=[CH:31][CH:30]=2)[O:26][C:27]=1[CH3:28]. Given the product [CH2:18]([O:17][CH:5]([CH2:6][C:7]1[C:8]([CH3:16])=[C:9]2[C:13](=[CH:14][CH:15]=1)[N:12]([CH2:22][C:23]1[N:24]=[C:25]([C:29]3[CH:30]=[CH:31][C:32]([CH:35]([CH3:37])[CH3:36])=[CH:33][CH:34]=3)[O:26][C:27]=1[CH3:28])[CH:11]=[CH:10]2)[C:4]([OH:3])=[O:20])[CH3:19], predict the reactants needed to synthesize it. (8) The reactants are: CCOC(/N=N/C(OCC)=O)=O.[C:13]([O:17][C:18](=[O:29])[NH:19][C@H:20]([CH2:27]O)[CH2:21][C:22]([CH3:26])([CH3:25])[CH:23]=[CH2:24])([CH3:16])([CH3:15])[CH3:14].[C:30]1(=[O:40])[NH:34][C:33](=[O:35])[C:32]2=[CH:36][CH:37]=[CH:38][CH:39]=[C:31]12.C1(P(C2C=CC=CC=2)C2C=CC=CC=2)C=CC=CC=1. Given the product [C:13]([O:17][C:18](=[O:29])[NH:19][C@H:20]([CH2:27][N:34]1[C:30](=[O:40])[C:31]2[C:32](=[CH:36][CH:37]=[CH:38][CH:39]=2)[C:33]1=[O:35])[CH2:21][C:22]([CH3:26])([CH3:25])[CH:23]=[CH2:24])([CH3:16])([CH3:15])[CH3:14], predict the reactants needed to synthesize it.